From a dataset of NCI-60 drug combinations with 297,098 pairs across 59 cell lines. Regression. Given two drug SMILES strings and cell line genomic features, predict the synergy score measuring deviation from expected non-interaction effect. (1) Synergy scores: CSS=32.8, Synergy_ZIP=-7.70, Synergy_Bliss=2.13, Synergy_Loewe=1.66, Synergy_HSA=2.49. Drug 1: C1=NC2=C(N1)C(=S)N=CN2. Cell line: NCI-H460. Drug 2: CC(C)CN1C=NC2=C1C3=CC=CC=C3N=C2N. (2) Drug 1: C(CN)CNCCSP(=O)(O)O. Drug 2: N.N.Cl[Pt+2]Cl. Cell line: SR. Synergy scores: CSS=42.7, Synergy_ZIP=-2.85, Synergy_Bliss=-4.64, Synergy_Loewe=-18.3, Synergy_HSA=-1.57. (3) Drug 1: CC1=C(C=C(C=C1)NC2=NC=CC(=N2)N(C)C3=CC4=NN(C(=C4C=C3)C)C)S(=O)(=O)N.Cl. Drug 2: CCC1=CC2CC(C3=C(CN(C2)C1)C4=CC=CC=C4N3)(C5=C(C=C6C(=C5)C78CCN9C7C(C=CC9)(C(C(C8N6C)(C(=O)OC)O)OC(=O)C)CC)OC)C(=O)OC.C(C(C(=O)O)O)(C(=O)O)O. Cell line: NCIH23. Synergy scores: CSS=44.5, Synergy_ZIP=2.47, Synergy_Bliss=2.16, Synergy_Loewe=-35.7, Synergy_HSA=2.72. (4) Drug 1: CC1C(C(CC(O1)OC2CC(OC(C2O)C)OC3=CC4=CC5=C(C(=O)C(C(C5)C(C(=O)C(C(C)O)O)OC)OC6CC(C(C(O6)C)O)OC7CC(C(C(O7)C)O)OC8CC(C(C(O8)C)O)(C)O)C(=C4C(=C3C)O)O)O)O. Drug 2: C#CCC(CC1=CN=C2C(=N1)C(=NC(=N2)N)N)C3=CC=C(C=C3)C(=O)NC(CCC(=O)O)C(=O)O. Cell line: COLO 205. Synergy scores: CSS=61.7, Synergy_ZIP=-1.52, Synergy_Bliss=-2.30, Synergy_Loewe=-0.612, Synergy_HSA=-1.84. (5) Drug 1: C1C(C(OC1N2C=NC3=C(N=C(N=C32)Cl)N)CO)O. Drug 2: CCCCCOC(=O)NC1=NC(=O)N(C=C1F)C2C(C(C(O2)C)O)O. Cell line: NCI/ADR-RES. Synergy scores: CSS=36.2, Synergy_ZIP=-0.488, Synergy_Bliss=2.02, Synergy_Loewe=-29.4, Synergy_HSA=0.298. (6) Drug 1: CC1C(C(CC(O1)OC2CC(OC(C2O)C)OC3=CC4=CC5=C(C(=O)C(C(C5)C(C(=O)C(C(C)O)O)OC)OC6CC(C(C(O6)C)O)OC7CC(C(C(O7)C)O)OC8CC(C(C(O8)C)O)(C)O)C(=C4C(=C3C)O)O)O)O. Drug 2: CN(CC1=CN=C2C(=N1)C(=NC(=N2)N)N)C3=CC=C(C=C3)C(=O)NC(CCC(=O)O)C(=O)O. Cell line: CCRF-CEM. Synergy scores: CSS=57.1, Synergy_ZIP=1.59, Synergy_Bliss=1.53, Synergy_Loewe=-11.5, Synergy_HSA=-0.991. (7) Drug 1: CC1CCC2CC(C(=CC=CC=CC(CC(C(=O)C(C(C(=CC(C(=O)CC(OC(=O)C3CCCCN3C(=O)C(=O)C1(O2)O)C(C)CC4CCC(C(C4)OC)OCCO)C)C)O)OC)C)C)C)OC. Drug 2: CN1C2=C(C=C(C=C2)N(CCCl)CCCl)N=C1CCCC(=O)O.Cl. Cell line: OVCAR-4. Synergy scores: CSS=11.6, Synergy_ZIP=-2.46, Synergy_Bliss=0.658, Synergy_Loewe=-17.0, Synergy_HSA=0.513. (8) Drug 1: C1CCN(CC1)CCOC2=CC=C(C=C2)C(=O)C3=C(SC4=C3C=CC(=C4)O)C5=CC=C(C=C5)O. Drug 2: C1CC(C1)(C(=O)O)C(=O)O.[NH2-].[NH2-].[Pt+2]. Cell line: A549. Synergy scores: CSS=18.4, Synergy_ZIP=-1.88, Synergy_Bliss=1.01, Synergy_Loewe=0.599, Synergy_HSA=-0.321. (9) Drug 1: CN1C2=C(C=C(C=C2)N(CCCl)CCCl)N=C1CCCC(=O)O.Cl. Drug 2: C(CN)CNCCSP(=O)(O)O. Cell line: HOP-62. Synergy scores: CSS=2.80, Synergy_ZIP=-2.38, Synergy_Bliss=-6.15, Synergy_Loewe=0.728, Synergy_HSA=-4.19.